This data is from Full USPTO retrosynthesis dataset with 1.9M reactions from patents (1976-2016). The task is: Predict the reactants needed to synthesize the given product. Given the product [Cl:1][C:2]1[CH:3]=[CH:4][C:5]([O:28][CH3:29])=[C:6]([CH:27]=1)[C:7]([NH:9][CH2:10][CH2:11][C:12]1[CH:13]=[CH:14][C:15]([O:22][CH2:23][CH2:24][O:25][CH3:26])=[C:16]([S:18]([NH:21][C:34]([NH:33][CH3:32])=[S:35])(=[O:20])=[O:19])[CH:17]=1)=[O:8], predict the reactants needed to synthesize it. The reactants are: [Cl:1][C:2]1[CH:3]=[CH:4][C:5]([O:28][CH3:29])=[C:6]([CH:27]=1)[C:7]([NH:9][CH2:10][CH2:11][C:12]1[CH:13]=[CH:14][C:15]([O:22][CH2:23][CH2:24][O:25][CH3:26])=[C:16]([S:18]([NH2:21])(=[O:20])=[O:19])[CH:17]=1)=[O:8].[H-].[Na+].[CH3:32][N:33]=[C:34]=[S:35].Cl.